Dataset: Reaction yield outcomes from USPTO patents with 853,638 reactions. Task: Predict the reaction yield, written as a fraction of the theoretical maximum amount of product (1.0 means a 100% yield; for example, 0.34 means a 34% yield). The reactants are C[O:2][C:3]1[CH:8]=[C:7]([CH2:9][CH2:10][C:11]2[CH:16]=[CH:15][CH:14]=[CH:13][CH:12]=2)[CH:6]=[CH:5][N:4]=1. The catalyst is Cl. The product is [CH2:9]([C:7]1[CH:6]=[CH:5][NH:4][C:3](=[O:2])[CH:8]=1)[CH2:10][C:11]1[CH:16]=[CH:15][CH:14]=[CH:13][CH:12]=1. The yield is 0.950.